From a dataset of Catalyst prediction with 721,799 reactions and 888 catalyst types from USPTO. Predict which catalyst facilitates the given reaction. (1) Reactant: Br[CH2:2]/[CH:3]=[CH:4]/[C:5]([NH:7][CH2:8][CH2:9][CH3:10])=[O:6].[OH:11][C:12]1[CH:19]=[CH:18][CH:17]=[C:16]([N+:20]([O-:22])=[O:21])[C:13]=1[C:14]#[N:15].C(=O)([O-])[O-].[K+].[K+].C1OCCOCCOCCOCCOCCOC1. Product: [C:14]([C:13]1[C:16]([N+:20]([O-:22])=[O:21])=[CH:17][CH:18]=[CH:19][C:12]=1[O:11][CH2:2]/[CH:3]=[CH:4]/[C:5]([NH:7][CH2:8][CH2:9][CH3:10])=[O:6])#[N:15]. The catalyst class is: 21. (2) Reactant: [NH2:1][CH2:2][C:3]1[CH:8]=[CH:7][NH:6][C:5](=[O:9])[CH:4]=1.[OH-].[Na+].[CH3:12][C:13]([O:16][C:17](O[C:17]([O:16][C:13]([CH3:15])([CH3:14])[CH3:12])=[O:18])=[O:18])([CH3:15])[CH3:14].OS([O-])(=O)=O.[Na+]. Product: [O:9]=[C:5]1[CH:4]=[C:3]([CH2:2][NH:1][C:17](=[O:18])[O:16][C:13]([CH3:15])([CH3:14])[CH3:12])[CH:8]=[CH:7][NH:6]1. The catalyst class is: 12. (3) Reactant: Cl[C:2]1[N:3]=[C:4]([NH:11][C@@H:12]2[CH2:17][CH2:16][C@H:15]([NH:18][C:19](=[O:22])[CH:20]=[CH2:21])[CH2:14][CH2:13]2)[C:5]2[CH:10]=[CH:9][S:8][C:6]=2[N:7]=1.[CH3:23][N:24]1[CH:28]=[C:27]([NH2:29])[CH:26]=[N:25]1.FC(F)(F)C(O)=O. Product: [CH3:23][N:24]1[CH:28]=[C:27]([NH:29][C:2]2[N:3]=[C:4]([NH:11][C@@H:12]3[CH2:17][CH2:16][C@H:15]([NH:18][C:19](=[O:22])[CH:20]=[CH2:21])[CH2:14][CH2:13]3)[C:5]3[CH:10]=[CH:9][S:8][C:6]=3[N:7]=2)[CH:26]=[N:25]1. The catalyst class is: 32. (4) Reactant: [CH3:1][O:2][C:3]([C:5]1[CH:10]=[CH:9][CH:8]=[CH:7][C:6]=1[S:11][CH2:12][CH2:13][C:14]1[CH:24]=[CH:23][C:17]([O:18][CH2:19][C:20]([OH:22])=O)=[CH:16][CH:15]=1)=[O:4].[Cl:25][C:26]1[CH:35]=[CH:34][C:29]([CH2:30][NH:31][CH2:32][CH3:33])=[CH:28][CH:27]=1.F[B-](F)(F)F.N1(OC(N(C)C)=[N+](C)C)C2C=CC=CC=2N=N1.C(N(C(C)C)C(C)C)C. Product: [Cl:25][C:26]1[CH:27]=[CH:28][C:29]([CH2:30][N:31]([CH2:32][CH3:33])[C:20](=[O:22])[CH2:19][O:18][C:17]2[CH:16]=[CH:15][C:14]([CH2:13][CH2:12][S:11][C:6]3[CH:7]=[CH:8][CH:9]=[CH:10][C:5]=3[C:3]([O:2][CH3:1])=[O:4])=[CH:24][CH:23]=2)=[CH:34][CH:35]=1. The catalyst class is: 18. (5) Product: [Br:1][C:2]1[CH:3]=[C:4]([C:8]2[C:12]([C:13](=[O:15])[CH2:14][Br:21])=[C:11]([CH3:16])[O:10][N:9]=2)[CH:5]=[CH:6][CH:7]=1. The catalyst class is: 22. Reactant: [Br:1][C:2]1[CH:3]=[C:4]([C:8]2[C:12]([C:13](=[O:15])[CH3:14])=[C:11]([CH3:16])[O:10][N:9]=2)[CH:5]=[CH:6][CH:7]=1.CC(O)=O.[Br:21]Br.O. (6) The catalyst class is: 3. Product: [C:13]([O:12][C@@H:11]1[C@H:10]2[O:16][C:4](=[O:3])[C@@H:6]1[O:7][CH2:8][C@@H:9]2[OH:17])(=[O:15])[CH3:14]. Reactant: C([O:3][C:4]([C@H:6]1[C@H:11]([O:12][C:13](=[O:15])[CH3:14])[C@@H:10]([OH:16])[C@@H:9]([OH:17])[CH2:8][O:7]1)=O)C.